From a dataset of Full USPTO retrosynthesis dataset with 1.9M reactions from patents (1976-2016). Predict the reactants needed to synthesize the given product. The reactants are: [C:1]([NH:8][CH2:9][CH2:10][NH:11][CH3:12])([O:3][C:4]([CH3:7])([CH3:6])[CH3:5])=[O:2].C(N(C)CCN)(OC(C)(C)C)=O.[CH:25](=O)[CH2:26][CH2:27][CH2:28][CH2:29][CH2:30][CH2:31][CH2:32][CH2:33][CH3:34].C([BH3-])#N.[Na+]. Given the product [C:1]([NH:8][CH2:9][CH2:10][N:11]([CH2:25][CH2:26][CH2:27][CH2:28][CH2:29][CH2:30][CH2:31][CH2:32][CH2:33][CH3:34])[CH3:12])([O:3][C:4]([CH3:5])([CH3:6])[CH3:7])=[O:2], predict the reactants needed to synthesize it.